The task is: Predict the reactants needed to synthesize the given product.. This data is from Full USPTO retrosynthesis dataset with 1.9M reactions from patents (1976-2016). (1) Given the product [CH2:2]=[C:3]1[CH2:8][CH2:7][CH2:6][C@@H:5]([NH:9][C:10](=[O:16])[O:11][C:12]([CH3:14])([CH3:13])[CH3:15])[CH2:4]1, predict the reactants needed to synthesize it. The reactants are: O[CH2:2][C@H:3]1[CH2:8][CH2:7][CH2:6][C@@H:5]([NH:9][C:10](=[O:16])[O:11][C:12]([CH3:15])([CH3:14])[CH3:13])[CH2:4]1.N1C=CN=C1.C1C=CC(P(C2C=CC=CC=2)C2C=CC=CC=2)=CC=1.II.[O-]S([O-])(=S)=O.[Na+].[Na+].C1CCN2C(=NCCC2)CC1. (2) The reactants are: [NH2:1][CH:2]1[CH2:7][CH2:6][N:5]([CH2:8][C:9]2[CH:14]=[CH:13][CH:12]=[CH:11][CH:10]=2)[CH2:4][CH:3]1[OH:15].O1CCCC1.C(N(CC)CC)C.[C:28](O[C:28]([O:30][C:31]([CH3:34])([CH3:33])[CH3:32])=[O:29])([O:30][C:31]([CH3:34])([CH3:33])[CH3:32])=[O:29]. Given the product [CH2:8]([N:5]1[CH2:6][CH2:7][CH:2]([NH:1][C:28](=[O:29])[O:30][C:31]([CH3:34])([CH3:33])[CH3:32])[CH:3]([OH:15])[CH2:4]1)[C:9]1[CH:10]=[CH:11][CH:12]=[CH:13][CH:14]=1, predict the reactants needed to synthesize it.